Dataset: Forward reaction prediction with 1.9M reactions from USPTO patents (1976-2016). Task: Predict the product of the given reaction. (1) Given the reactants [O:1]=[C:2]1[C:7]([C:8]([O:10]C)=[O:9])=[CH:6][CH:5]=[CH:4][N:3]1[C:12]1[CH:17]=[CH:16][CH:15]=[CH:14][N:13]=1.[OH-].[Na+].C(O)(C(F)(F)F)=O, predict the reaction product. The product is: [O:1]=[C:2]1[C:7]([C:8]([OH:10])=[O:9])=[CH:6][CH:5]=[CH:4][N:3]1[C:12]1[CH:17]=[CH:16][CH:15]=[CH:14][N:13]=1. (2) Given the reactants [Cl:1][C:2]1[CH:3]=[C:4]([C@@H:8]([OH:32])[CH2:9][NH:10][CH2:11][CH2:12][C:13]2[CH:18]=[CH:17][C:16]([S:19]([C:22]3[CH:27]=[CH:26][N:25]=[C:24]([C:28]([O:30]C)=[O:29])[CH:23]=3)(=[O:21])=[O:20])=[CH:15][CH:14]=2)[CH:5]=[CH:6][CH:7]=1.[OH-].[Na+:34], predict the reaction product. The product is: [Cl:1][C:2]1[CH:3]=[C:4]([C@@H:8]([OH:32])[CH2:9][NH:10][CH2:11][CH2:12][C:13]2[CH:18]=[CH:17][C:16]([S:19]([C:22]3[CH:27]=[CH:26][N:25]=[C:24]([C:28]([O-:30])=[O:29])[CH:23]=3)(=[O:20])=[O:21])=[CH:15][CH:14]=2)[CH:5]=[CH:6][CH:7]=1.[Na+:34]. (3) Given the reactants [CH3:1][N:2]1[CH2:7][CH2:6][N:5]([C:8]2[CH:9]=[CH:10][C:11]([N+:15]([O-])=O)=[C:12]([CH:14]=2)[NH2:13])[CH2:4][CH2:3]1, predict the reaction product. The product is: [CH3:1][N:2]1[CH2:3][CH2:4][N:5]([C:8]2[CH:14]=[C:12]([NH2:13])[C:11]([NH2:15])=[CH:10][CH:9]=2)[CH2:6][CH2:7]1. (4) The product is: [CH2:2]([Br:4])[CH3:3].[Cl:5][C:6]1[CH:12]=[CH:11][CH:10]=[C:9]([CH3:13])[C:7]=1[NH:8][C:27]([C:24]1[S:23][C:22]([NH:21][C:19](=[O:20])[O:18][C:14]([CH3:16])([CH3:15])[CH3:17])=[N:26][CH:25]=1)=[O:28]. Given the reactants [Mg].[CH2:2]([Br:4])[CH3:3].[Cl:5][C:6]1[CH:12]=[CH:11][CH:10]=[C:9]([CH3:13])[C:7]=1[NH2:8].[C:14]([O:18][C:19]([NH:21][C:22]1[S:23][C:24]([C:27](OCC)=[O:28])=[CH:25][N:26]=1)=[O:20])([CH3:17])([CH3:16])[CH3:15].[Cl-].[NH4+], predict the reaction product.